From a dataset of Full USPTO retrosynthesis dataset with 1.9M reactions from patents (1976-2016). Predict the reactants needed to synthesize the given product. (1) The reactants are: [F:1][C:2]1[CH:3]=[C:4]([C@:15]([NH:48][S@@](C(C)(C)C)=O)([C:41]2[CH:46]=[CH:45][C:44]([F:47])=[CH:43][CH:42]=2)[CH2:16][C:17]2[N:18]=[N:19][N:20]([C:22](C3C=CC=CC=3)(C3C=CC=CC=3)C3C=CC=CC=3)[N:21]=2)[CH:5]=[C:6]([O:8][C:9]([F:14])([F:13])[CH:10]([F:12])[F:11])[CH:7]=1.Cl. Given the product [F:1][C:2]1[CH:3]=[C:4]([C@@:15]([C:41]2[CH:42]=[CH:43][C:44]([F:47])=[CH:45][CH:46]=2)([NH2:48])[CH2:16][C:17]2[N:18]=[N:19][N:20]([CH3:22])[N:21]=2)[CH:5]=[C:6]([O:8][C:9]([F:14])([F:13])[CH:10]([F:11])[F:12])[CH:7]=1, predict the reactants needed to synthesize it. (2) The reactants are: [N:1]12[CH2:7][C:4]([C:8]([C:16]3[CH:21]=[CH:20][CH:19]=[CH:18][CH:17]=3)([C:10]3[CH:15]=[CH:14][CH:13]=[CH:12][CH:11]=3)[OH:9])([CH2:5][CH2:6]1)[CH2:3][CH2:2]2.[Br:22][CH2:23][CH2:24][O:25][CH2:26][C:27]1[CH:32]=[CH:31][CH:30]=[C:29]([O:33][CH3:34])[CH:28]=1. Given the product [Br-:22].[OH:9][C:8]([C:16]1[CH:21]=[CH:20][CH:19]=[CH:18][CH:17]=1)([C:10]1[CH:15]=[CH:14][CH:13]=[CH:12][CH:11]=1)[C:4]12[CH2:7][N+:1]([CH2:23][CH2:24][O:25][CH2:26][C:27]3[CH:32]=[CH:31][CH:30]=[C:29]([O:33][CH3:34])[CH:28]=3)([CH2:6][CH2:5]1)[CH2:2][CH2:3]2, predict the reactants needed to synthesize it. (3) Given the product [OH:12][CH2:13][CH:14]([CH2:16][OH:17])[OH:15].[C:1]([O-:6])(=[O:11])[C:2]1[C:3](=[CH:7][CH:8]=[CH:9][CH:10]=1)[C:4]([O-:12])=[O:5], predict the reactants needed to synthesize it. The reactants are: [C:1]1(=[O:11])[O:6][C:4](=[O:5])[C:3]2=[CH:7][CH:8]=[CH:9][CH:10]=[C:2]12.[OH:12][CH2:13][CH:14]([CH2:16][OH:17])[OH:15]. (4) Given the product [C:32]([O:36][C:37](=[O:49])[CH2:38][O:39][C:40]1[CH:45]=[CH:44][C:43]([Cl:46])=[CH:42][C:41]=1[C:47]#[C:48][C:51]1[CH:64]=[CH:63][C:54]2[C:55](=[O:62])[C:56]([CH3:61])([CH3:60])[S:57](=[O:58])(=[O:59])[C:53]=2[CH:52]=1)([CH3:35])([CH3:34])[CH3:33], predict the reactants needed to synthesize it. The reactants are: C(OC(=O)COC1C=CC(Cl)=CC=1C#CC1C=C(S(CCC)(=O)=O)C=CC=1F)(C)(C)C.[C:32]([O:36][C:37](=[O:49])[CH2:38][O:39][C:40]1[CH:45]=[CH:44][C:43]([Cl:46])=[CH:42][C:41]=1[C:47]#[CH:48])([CH3:35])([CH3:34])[CH3:33].Br[C:51]1[CH:64]=[CH:63][C:54]2[C:55](=[O:62])[C:56]([CH3:61])([CH3:60])[S:57](=[O:59])(=[O:58])[C:53]=2[CH:52]=1.